This data is from Forward reaction prediction with 1.9M reactions from USPTO patents (1976-2016). The task is: Predict the product of the given reaction. (1) Given the reactants C(C1C=CC([C:9]2[CH:14]=[C:13]([C:15](F)(F)F)[N:12]3[N:19]=[CH:20][C:21]([C:22]([O:24][CH2:25][CH3:26])=[O:23])=[C:11]3[N:10]=2)=CC=1)C.NC1C(C(OCC)=O)=CNN=1.[CH2:38]([C:40]1[CH:45]=[CH:44][C:43](C(=O)CC(=O)C)=[CH:42][CH:41]=1)[CH3:39], predict the reaction product. The product is: [CH2:38]([C:40]1[CH:45]=[CH:44][C:43]([C:13]2([CH3:15])[N:12]3[NH:19][CH:20]=[C:21]([C:22]([O:24][CH2:25][CH3:26])=[O:23])[C:11]3=[N:10][CH:9]=[CH:14]2)=[CH:42][CH:41]=1)[CH3:39]. (2) The product is: [F:1][C:2]1[CH:7]=[C:6]([O:8][C:9]2[CH:14]=[CH:13][N:12]=[C:11]([NH:15][C:16]([N:18]3[CH2:19][CH:20]([O:22][C:44](=[O:45])[CH2:43][N:42]([CH3:47])[CH3:41])[CH2:21]3)=[O:17])[CH:10]=2)[C:5]([F:23])=[CH:4][C:3]=1[NH:24][C:25]([C:27]1([C:30]([NH:32][C:33]2[CH:34]=[CH:35][C:36]([F:39])=[CH:37][CH:38]=2)=[O:31])[CH2:28][CH2:29]1)=[O:26]. Given the reactants [F:1][C:2]1[CH:7]=[C:6]([O:8][C:9]2[CH:14]=[CH:13][N:12]=[C:11]([NH:15][C:16]([N:18]3[CH2:21][CH:20]([OH:22])[CH2:19]3)=[O:17])[CH:10]=2)[C:5]([F:23])=[CH:4][C:3]=1[NH:24][C:25]([C:27]1([C:30]([NH:32][C:33]2[CH:38]=[CH:37][C:36]([F:39])=[CH:35][CH:34]=2)=[O:31])[CH2:29][CH2:28]1)=[O:26].Cl.[CH3:41][N:42]([CH3:47])[CH2:43][C:44](O)=[O:45].C(N(CC)CC)C.CN([P+](ON1N=NC2C=CC=CC1=2)(N(C)C)N(C)C)C.F[P-](F)(F)(F)(F)F, predict the reaction product. (3) The product is: [CH3:1][N:2]1[C:6]([C:7]2[CH:8]=[C:9]([NH:10][C:16]3[C:25]4[CH2:24][CH2:23][C:22]5[S:26][CH:27]=[CH:28][C:21]=5[C:20]=4[N:19]=[CH:18][N:17]=3)[CH:11]=[CH:12][CH:13]=2)=[CH:5][N:4]=[C:3]1[CH3:14]. Given the reactants [CH3:1][N:2]1[C:6]([C:7]2[CH:8]=[C:9]([CH:11]=[CH:12][CH:13]=2)[NH2:10])=[CH:5][N:4]=[C:3]1[CH3:14].Cl[C:16]1[C:25]2[CH2:24][CH2:23][C:22]3[S:26][CH:27]=[CH:28][C:21]=3[C:20]=2[N:19]=[CH:18][N:17]=1, predict the reaction product. (4) The product is: [Cl:1][C:26]1[CH:27]=[CH:28][C:23]([C@H:16]2[NH:15][C@@H:19]([C@@H:20]([OH:22])[CH3:21])[CH2:18][CH2:17]2)=[CH:24][CH:25]=1. Given the reactants [ClH:1].C(OCC)(=O)C.C(OC([N:15]1[C@@H:19]([C@@H:20]([OH:22])[CH3:21])[CH2:18][CH2:17][C@H:16]1[C:23]1[CH:28]=[CH:27][C:26](F)=[CH:25][CH:24]=1)=O)(C)(C)C, predict the reaction product. (5) Given the reactants [N:1]1([S:11]([C:14]2[CH:15]=[C:16]([N:20]3[C:29](=[O:30])[C:28]4[C:27]([C:31](O)=[O:32])=[CH:26][CH:25]=[CH:24][C:23]=4[NH:22][C:21]3=[O:34])[CH:17]=[CH:18][CH:19]=2)(=[O:13])=[O:12])[C:10]2[C:5](=[CH:6][CH:7]=[CH:8][CH:9]=2)[CH2:4][CH2:3][CH2:2]1.[CH2:35]([NH2:38])[CH2:36][NH2:37].ON1C2C=CC=CC=2N=N1.C(N(CC)C(C)C)(C)C.Cl.C(N=C=NCCCN(C)C)C, predict the reaction product. The product is: [NH2:37][CH2:36][CH2:35][NH:38][C:31]([C:27]1[C:28]2[C:29](=[O:30])[N:20]([C:16]3[CH:17]=[CH:18][CH:19]=[C:14]([S:11]([N:1]4[C:10]5[C:5](=[CH:6][CH:7]=[CH:8][CH:9]=5)[CH2:4][CH2:3][CH2:2]4)(=[O:13])=[O:12])[CH:15]=3)[C:21](=[O:34])[NH:22][C:23]=2[CH:24]=[CH:25][CH:26]=1)=[O:32].